From a dataset of Full USPTO retrosynthesis dataset with 1.9M reactions from patents (1976-2016). Predict the reactants needed to synthesize the given product. (1) Given the product [O:29]=[C:27]1[NH:26][C:25](=[O:30])[CH:24]([CH2:23][C:20]2[CH:19]=[CH:18][C:17]([C:13]3[CH:14]=[CH:15][CH:16]=[C:11]([CH2:10][N:9]([CH3:8])[C:38](=[O:39])[C:37]4[CH:41]=[CH:42][C:34]([O:33][CH2:31][CH3:32])=[CH:35][CH:36]=4)[CH:12]=3)=[CH:22][CH:21]=2)[S:28]1, predict the reactants needed to synthesize it. The reactants are: FC(F)(F)C(O)=O.[CH3:8][NH:9][CH2:10][C:11]1[CH:12]=[C:13]([C:17]2[CH:22]=[CH:21][C:20]([CH2:23][CH:24]3[S:28][C:27](=[O:29])[NH:26][C:25]3=[O:30])=[CH:19][CH:18]=2)[CH:14]=[CH:15][CH:16]=1.[CH2:31]([O:33][C:34]1[CH:42]=[CH:41][C:37]([C:38](Cl)=[O:39])=[CH:36][CH:35]=1)[CH3:32]. (2) Given the product [CH2:17]([N:24]([CH3:25])[C:2]1[C:3](=[O:16])[NH:4][C:5]2[C:10]([N:11]=1)=[CH:9][C:8]([C:12]([O:14][CH3:15])=[O:13])=[CH:7][CH:6]=2)[C:18]1[CH:23]=[CH:22][CH:21]=[CH:20][CH:19]=1, predict the reactants needed to synthesize it. The reactants are: Cl[C:2]1[C:3](=[O:16])[NH:4][C:5]2[C:10]([N:11]=1)=[CH:9][C:8]([C:12]([O:14][CH3:15])=[O:13])=[CH:7][CH:6]=2.[CH2:17]([NH:24][CH3:25])[C:18]1[CH:23]=[CH:22][CH:21]=[CH:20][CH:19]=1.CCN(C(C)C)C(C)C.O. (3) Given the product [CH3:1][O:2][C:3]([C:5]1[NH:25][C:8]2=[N:9][CH:10]=[C:11]([NH:13][CH2:14][C:15]3[CH:20]=[C:19]([NH2:21])[CH:18]=[CH:17][C:16]=3[CH3:24])[CH:12]=[C:7]2[CH:6]=1)=[O:4], predict the reactants needed to synthesize it. The reactants are: [CH3:1][O:2][C:3]([C:5]1[NH:25][C:8]2=[N:9][CH:10]=[C:11]([NH:13][CH2:14][C:15]3[CH:20]=[C:19]([N+:21]([O-])=O)[CH:18]=[CH:17][C:16]=3[CH3:24])[CH:12]=[C:7]2[CH:6]=1)=[O:4].Cl. (4) Given the product [C:22]([C:18]1[CH:17]=[C:16]([N:15]([CH:25]2[CH2:26][CH2:27][CH2:28][CH2:29]2)[C:13](=[O:14])[N:12]([CH3:32])[C:10]2[S:11][C:7]([S:6][CH2:5][C:4]([OH:3])=[O:31])=[CH:8][N:9]=2)[CH:21]=[CH:20][CH:19]=1)(=[O:24])[NH2:23], predict the reactants needed to synthesize it. The reactants are: C([O:3][C:4](=[O:31])[CH2:5][S:6][C:7]1[S:11][C:10]([NH:12][C:13]([N:15]([CH2:25][CH:26]2C[CH2:29][CH2:28][CH2:27]2)[C:16]2[CH:21]=[CH:20][CH:19]=[C:18]([C:22](=[O:24])[NH2:23])[CH:17]=2)=[O:14])=[N:9][CH:8]=1)C.[CH:32]1(N(C2C=CC(S(C)(=O)=O)=CC=2)C(=O)N(C)C2SC=C(CC(O)=O)N=2)CCCC1.C1(CNC2C=C(C=CC=2)C(N)=O)CCCC1.C(OC(=O)CSC1SC(N)=NC=1)C. (5) Given the product [F:28][C:25]1[CH:26]=[CH:27][C:22]([C:4]2[N:3]=[C:2]([C:37]#[C:36][C:38]3[CH:43]=[CH:42][CH:41]=[CH:40][CH:39]=3)[N:6]([CH2:7][C:8]([N:10]3[CH2:15][CH2:14][N:13]([C:16]4[CH:21]=[CH:20][CH:19]=[CH:18][N:17]=4)[CH2:12][CH2:11]3)=[O:9])[N:5]=2)=[CH:23][CH:24]=1, predict the reactants needed to synthesize it. The reactants are: Br[C:2]1[N:6]([CH2:7][C:8]([N:10]2[CH2:15][CH2:14][N:13]([C:16]3[CH:21]=[CH:20][CH:19]=[CH:18][N:17]=3)[CH2:12][CH2:11]2)=[O:9])[N:5]=[C:4]([C:22]2[CH:27]=[CH:26][C:25]([F:28])=[CH:24][CH:23]=2)[N:3]=1.C(N(CC)CC)C.[C:36]([C:38]1[CH:43]=[CH:42][CH:41]=[CH:40][CH:39]=1)#[CH:37]. (6) The reactants are: [Cl:1][C:2]1[CH:3]=[C:4]([C:16]([NH:18][C@H:19]([C:21]2[CH:29]=[CH:28][C:24]([C:25]([OH:27])=[O:26])=[CH:23][CH:22]=2)[CH3:20])=[O:17])[C:5](OC2C=CC=C(F)C=2)=[N:6][CH:7]=1.[Cl:30][C:31]1[CH:36]=[C:35]([Cl:37])[CH:34]=[CH:33][C:32]=1[OH:38]. Given the product [Cl:1][C:2]1[CH:3]=[C:4]([C:16]([NH:18][C@H:19]([C:21]2[CH:29]=[CH:28][C:24]([C:25]([OH:27])=[O:26])=[CH:23][CH:22]=2)[CH3:20])=[O:17])[C:5]([O:38][C:32]2[CH:33]=[CH:34][C:35]([Cl:37])=[CH:36][C:31]=2[Cl:30])=[N:6][CH:7]=1, predict the reactants needed to synthesize it. (7) Given the product [C:76]([Si:73]([CH3:75])([CH3:74])[O:72][CH2:71][C:70]([C:67]1[CH:68]=[CH:69][C:64]([NH:63][C:30]([CH:20]2[NH:19][CH:18]([CH2:33][C:34]([CH3:37])([CH3:35])[CH3:36])[C:17]3([C:12]4[C:13](=[CH:14][C:9]([Cl:8])=[CH:10][CH:11]=4)[NH:15][C:16]3=[O:38])[CH:21]2[C:22]2[CH:27]=[CH:26][CH:25]=[C:24]([Cl:28])[C:23]=2[F:29])=[O:31])=[CH:65][CH:66]=1)=[O:80])([CH3:79])([CH3:78])[CH3:77], predict the reactants needed to synthesize it. The reactants are: FC(F)(F)C(O)=O.[Cl:8][C:9]1[CH:14]=[C:13]2[NH:15][C:16](=[O:38])[C:17]3([CH:21]([C:22]4[CH:27]=[CH:26][CH:25]=[C:24]([Cl:28])[C:23]=4[F:29])[CH:20]([C:30](O)=[O:31])[NH:19][CH:18]3[CH2:33][C:34]([CH3:37])([CH3:36])[CH3:35])[C:12]2=[CH:11][CH:10]=1.C(N(C(C)C)CC)(C)C.C1(P(Cl)(C2C=CC=CC=2)=O)C=CC=CC=1.[NH2:63][C:64]1[CH:69]=[CH:68][C:67]([C:70](=[O:80])[CH2:71][O:72][Si:73]([C:76]([CH3:79])([CH3:78])[CH3:77])([CH3:75])[CH3:74])=[CH:66][CH:65]=1. (8) Given the product [C:1]([NH:9][C@@H:10]1[CH2:15][CH2:14][CH2:13][N:12]([C:16]2[CH:17]=[CH:18][C:19]([C:45]([NH2:46])=[O:47])=[C:20]([NH:22][C:23]3[CH:24]=[CH:25][C:26]([N:29]4[CH2:30][CH2:31][NH:32][CH2:33][CH2:34]4)=[CH:27][CH:28]=3)[N:21]=2)[CH2:11]1)(=[O:8])[C:2]1[CH:3]=[CH:4][CH:5]=[CH:6][CH:7]=1, predict the reactants needed to synthesize it. The reactants are: [C:1]([NH:9][C@@H:10]1[CH2:15][CH2:14][CH2:13][N:12]([C:16]2[N:21]=[C:20]([NH:22][C:23]3[CH:28]=[CH:27][C:26]([N:29]4[CH2:34][CH2:33][N:32](C(OCC5C=CC=CC=5)=O)[CH2:31][CH2:30]4)=[CH:25][CH:24]=3)[C:19]([C:45](=[O:47])[NH2:46])=[CH:18][CH:17]=2)[CH2:11]1)(=[O:8])[C:2]1[CH:7]=[CH:6][CH:5]=[CH:4][CH:3]=1.